Dataset: Full USPTO retrosynthesis dataset with 1.9M reactions from patents (1976-2016). Task: Predict the reactants needed to synthesize the given product. (1) Given the product [OH:22][CH2:11][C:10]([C:14]1[C:15]([CH3:21])=[CH:16][C:17]([CH3:20])=[C:18]([CH3:19])[C:13]=1[OH:12])([C:7]1[CH:6]=[CH:5][C:4]([CH:1]([CH3:3])[CH3:2])=[CH:9][CH:8]=1)[CH3:23], predict the reactants needed to synthesize it. The reactants are: [CH:1]([C:4]1[CH:9]=[CH:8][C:7]([C:10]2([CH3:23])[C:14]3[C:15]([CH3:21])=[CH:16][C:17]([CH3:20])=[C:18]([CH3:19])[C:13]=3[O:12][C:11]2=[O:22])=[CH:6][CH:5]=1)([CH3:3])[CH3:2]. (2) Given the product [CH3:1][O:2][C:3](=[O:25])[CH2:4][C:5]1[C:14]([CH3:15])=[C:13]([B:31]2[O:35][C:34]([CH3:37])([CH3:36])[C:33]([CH3:39])([CH3:38])[O:32]2)[C:12]2[C:7](=[CH:8][CH:9]=[C:10]([F:24])[CH:11]=2)[CH:6]=1, predict the reactants needed to synthesize it. The reactants are: [CH3:1][O:2][C:3](=[O:25])[CH2:4][C:5]1[C:14]([CH3:15])=[C:13](OS(C(F)(F)F)(=O)=O)[C:12]2[C:7](=[CH:8][CH:9]=[C:10]([F:24])[CH:11]=2)[CH:6]=1.C([O-])(=O)C.[K+].[B:31]1([B:31]2[O:35][C:34]([CH3:37])([CH3:36])[C:33]([CH3:39])([CH3:38])[O:32]2)[O:35][C:34]([CH3:37])([CH3:36])[C:33]([CH3:39])([CH3:38])[O:32]1.O1CCOCC1.